This data is from Full USPTO retrosynthesis dataset with 1.9M reactions from patents (1976-2016). The task is: Predict the reactants needed to synthesize the given product. (1) Given the product [NH2:1][C:2]1[C:7]([C:8]#[N:9])=[C:6]([CH:10]2[CH2:15][CH2:14][CH2:13][N:12]([C:16]([O:18][C:19]([CH3:22])([CH3:21])[CH3:20])=[O:17])[CH2:11]2)[CH:5]=[C:4]([C:23]2[CH:28]=[CH:27][CH:26]=[CH:25][C:24]=2[OH:29])[N:3]=1, predict the reactants needed to synthesize it. The reactants are: [NH2:1][C:2]1[C:7]([C:8]#[N:9])=[C:6]([CH:10]2[CH2:15][CH2:14][CH2:13][N:12]([C:16]([O:18][C:19]([CH3:22])([CH3:21])[CH3:20])=[O:17])[CH2:11]2)[CH:5]=[C:4]([C:23]2[CH:28]=[CH:27][CH:26]=[CH:25][C:24]=2[O:29]CC2C=CC=CC=2)[N:3]=1. (2) The reactants are: [CH2:1]([Zn][CH2:4][CH3:5])[CH3:2].ICI.[C:9]([C:13]1[C:27]([OH:28])=[CH:26][C:16]2[CH2:17][C:18]3([O:25][C:15]=2[CH:14]=1)[CH2:24][CH2:23][CH2:22][CH2:21][CH2:20][CH2:19]3)([CH3:12])([CH3:11])[CH3:10].C(=O)(O)[O-].[Na+]. Given the product [C:9]([C:13]1[C:27]([OH:28])=[C:4]([CH3:5])[C:16]2[CH2:17][C:18]3([O:25][C:15]=2[CH:14]=1)[CH2:19][CH2:20][CH2:21][CH2:22][CH2:23][CH2:24]3)([CH3:12])([CH3:10])[CH3:11].[C:9]([C:13]1[C:27]([OH:28])=[C:26]([CH2:1][CH3:2])[C:16]2[CH2:17][C:18]3([O:25][C:15]=2[CH:14]=1)[CH2:24][CH2:23][CH2:22][CH2:21][CH2:20][CH2:19]3)([CH3:12])([CH3:10])[CH3:11], predict the reactants needed to synthesize it. (3) Given the product [F:1][C:2]1[CH:3]=[C:4]([CH:5]=[CH:6][CH:7]=1)[O:8][C:10]1[C:19]2[C:14](=[CH:15][C:16]([O:20][CH3:21])=[CH:17][CH:18]=2)[CH:13]=[C:12]([NH:22][C:23]2[CH:27]=[C:26]([CH3:28])[NH:25][N:24]=2)[N:11]=1, predict the reactants needed to synthesize it. The reactants are: [F:1][C:2]1[CH:3]=[C:4]([OH:8])[CH:5]=[CH:6][CH:7]=1.Cl[C:10]1[C:19]2[C:14](=[CH:15][C:16]([O:20][CH3:21])=[CH:17][CH:18]=2)[CH:13]=[C:12]([NH:22][C:23]2[CH:27]=[C:26]([CH3:28])[NH:25][N:24]=2)[N:11]=1. (4) Given the product [C:8]1([C:2]2[CH:7]=[CH:6][CH:5]=[CH:4][N:3]=2)[CH:12]=[CH:20][CH:19]=[CH:10][CH:9]=1, predict the reactants needed to synthesize it. The reactants are: Br[C:2]1[CH:7]=[CH:6][CH:5]=[CH:4][N:3]=1.[CH2:8]1[CH2:12]O[CH2:10][CH2:9]1.C(=O)([O-])[O-].[K+].[K+].[CH2:19](OCC)[CH3:20]. (5) Given the product [C:1]([C:5]1[N:10]=[CH:9][C:8]([C:11]2[N:12]([C:32]([N:48]3[CH2:47][CH2:46][N:45]([CH2:44][C@H:42]([OH:43])[CH2:41][OH:40])[CH2:50][CH2:49]3)=[O:33])[C@@:13]([C:25]3[CH:26]=[CH:27][C:28]([Cl:31])=[CH:29][CH:30]=3)([CH3:24])[C@@:14]([C:17]3[CH:22]=[CH:21][C:20]([Cl:23])=[CH:19][CH:18]=3)([CH3:16])[N:15]=2)=[C:7]([O:35][CH2:36][CH3:37])[CH:6]=1)([CH3:3])([CH3:4])[CH3:2].[ClH:23], predict the reactants needed to synthesize it. The reactants are: [C:1]([C:5]1[N:10]=[CH:9][C:8]([C:11]2[N:12]([C:32](Cl)=[O:33])[C:13]([C:25]3[CH:30]=[CH:29][C:28]([Cl:31])=[CH:27][CH:26]=3)([CH3:24])[C:14]([C:17]3[CH:22]=[CH:21][C:20]([Cl:23])=[CH:19][CH:18]=3)([CH3:16])[N:15]=2)=[C:7]([O:35][CH2:36][CH3:37])[CH:6]=1)([CH3:4])([CH3:3])[CH3:2].CC1(C)[O:43][C@@H:42]([CH2:44][N:45]2[CH2:50][CH2:49][NH:48][CH2:47][CH2:46]2)[CH2:41][O:40]1. (6) Given the product [N:1]1[CH:6]=[CH:5][CH:4]=[CH:3][C:2]=1[CH2:7][C@:8]12[C:16](=[O:17])[N:15]([CH2:18][C:19]([F:21])([F:22])[F:20])[C:14](=[O:23])[N:9]1[CH2:10][CH2:11][NH:12][CH2:13]2.[C:30]([C@H:28]([C@@H:26]([C:25]([O-:34])=[O:33])[OH:27])[OH:29])([O-:32])=[O:31], predict the reactants needed to synthesize it. The reactants are: [N:1]1[CH:6]=[CH:5][CH:4]=[CH:3][C:2]=1[CH2:7][C:8]12[C:16](=[O:17])[N:15]([CH2:18][C:19]([F:22])([F:21])[F:20])[C:14](=[O:23])[N:9]1[CH2:10][CH2:11][NH:12][CH2:13]2.O.[C:25]([OH:34])(=[O:33])[C@H:26]([C@@H:28]([C:30]([OH:32])=[O:31])[OH:29])[OH:27].